Dataset: Catalyst prediction with 721,799 reactions and 888 catalyst types from USPTO. Task: Predict which catalyst facilitates the given reaction. (1) Product: [ClH:52].[O:23]1[C:32]2[CH:31]=[C:30]([CH2:33][NH:1][CH:2]3[CH2:7][CH2:6][N:5]([CH2:8][CH2:9][N:10]4[C:19]5[C:14](=[CH:15][CH:16]=[C:17]([C:20]#[N:21])[CH:18]=5)[CH:13]=[CH:12][C:11]4=[O:22])[CH2:4][CH2:3]3)[N:29]=[CH:28][C:27]=2[O:26][CH2:25][CH2:24]1. The catalyst class is: 3. Reactant: [NH2:1][CH:2]1[CH2:7][CH2:6][N:5]([CH2:8][CH2:9][N:10]2[C:19]3[C:14](=[CH:15][CH:16]=[C:17]([C:20]#[N:21])[CH:18]=3)[CH:13]=[CH:12][C:11]2=[O:22])[CH2:4][CH2:3]1.[O:23]1[C:32]2[CH:31]=[C:30]([CH:33]=O)[N:29]=[CH:28][C:27]=2[O:26][CH2:25][CH2:24]1.CO.[BH-](OC(C)=O)(OC(C)=O)OC(C)=O.[Na+].C(Cl)(Cl)[Cl:52]. (2) Reactant: [Cl:1][C:2]1[CH:7]=[CH:6][CH:5]=[C:4]([CH:8]2[CH2:10][CH2:9]2)[C:3]=1[C:11]([N:13]1[C:21]2[C:16](=[N:17][CH:18]=[CH:19][CH:20]=2)[C:15](I)=[N:14]1)=[O:12].B([C:26]1[C:34]([F:35])=[CH:33][C:29]([C:30]([OH:32])=[O:31])=[CH:28][C:27]=1[F:36])(O)O.[F-].[K+].CCN(C(C)C)C(C)C. Product: [Cl:1][C:2]1[CH:7]=[CH:6][CH:5]=[C:4]([CH:8]2[CH2:10][CH2:9]2)[C:3]=1[C:11]([N:13]1[C:21]2[C:16](=[N:17][CH:18]=[CH:19][CH:20]=2)[C:15]([C:26]2[C:27]([F:36])=[CH:28][C:29]([C:30]([OH:32])=[O:31])=[CH:33][C:34]=2[F:35])=[N:14]1)=[O:12]. The catalyst class is: 443. (3) Product: [CH3:1][C:11]([C:13]([C:15]1[CH:16]=[CH:17][C:18]([F:21])=[CH:19][CH:20]=1)=[O:14])([OH:12])[C:8]1[CH:7]=[CH:6][C:5]([F:4])=[CH:10][CH:9]=1. Reactant: [CH3:1][Mg]Cl.[F:4][C:5]1[CH:10]=[CH:9][C:8]([C:11]([C:13]([C:15]2[CH:20]=[CH:19][C:18]([F:21])=[CH:17][CH:16]=2)=[O:14])=[O:12])=[CH:7][CH:6]=1. The catalyst class is: 116.